This data is from Forward reaction prediction with 1.9M reactions from USPTO patents (1976-2016). The task is: Predict the product of the given reaction. (1) Given the reactants [C:1]([CH:3]([CH:19]([C:27]1[CH:32]=[CH:31][C:30]([O:33][CH2:34][CH2:35][O:36][C:37]2[C:42]([Cl:43])=[CH:41][C:40]([CH3:44])=[CH:39][C:38]=2[Cl:45])=[CH:29][CH:28]=1)[CH2:20][C:21]1[CH:26]=[CH:25][CH:24]=[CH:23][N:22]=1)[C:4]([N:6]([CH:16]1[CH2:18][CH2:17]1)[CH2:7][C:8]1[CH:13]=[CH:12][CH:11]=[C:10]([CH3:14])[C:9]=1[CH3:15])=[O:5])#[N:2].[BH4-].[Na+].[C:48](O[C:48]([O:50][C:51]([CH3:54])([CH3:53])[CH3:52])=[O:49])([O:50][C:51]([CH3:54])([CH3:53])[CH3:52])=[O:49].[OH-].[Na+], predict the reaction product. The product is: [CH:16]1([N:6]([CH2:7][C:8]2[CH:13]=[CH:12][CH:11]=[C:10]([CH3:14])[C:9]=2[CH3:15])[C:4]([CH:3]([CH:19]([C:27]2[CH:28]=[CH:29][C:30]([O:33][CH2:34][CH2:35][O:36][C:37]3[C:38]([Cl:45])=[CH:39][C:40]([CH3:44])=[CH:41][C:42]=3[Cl:43])=[CH:31][CH:32]=2)[CH2:20][C:21]2[CH:26]=[CH:25][CH:24]=[CH:23][N:22]=2)[CH2:1][NH:2][C:48](=[O:49])[O:50][C:51]([CH3:54])([CH3:53])[CH3:52])=[O:5])[CH2:17][CH2:18]1. (2) The product is: [I-:43].[C:1]([C:3]1[CH:8]=[CH:7][C:6]([N:9]2[C:13]([C:14]3[CH:15]=[C:16]([C:32]([NH:34][CH2:35][CH2:36][CH2:37][N+:38]4([CH3:44])[CH2:39][CH2:40][CH2:41][CH2:42]4)=[O:33])[C:17](=[O:31])[N:18]([C:21]4[CH:26]=[CH:25][CH:24]=[C:23]([C:27]([F:30])([F:29])[F:28])[CH:22]=4)[C:19]=3[CH3:20])=[CH:12][CH:11]=[N:10]2)=[CH:5][CH:4]=1)#[N:2]. Given the reactants [C:1]([C:3]1[CH:8]=[CH:7][C:6]([N:9]2[C:13]([C:14]3[CH:15]=[C:16]([C:32]([NH:34][CH2:35][CH2:36][CH2:37][N:38]4[CH2:42][CH2:41][CH2:40][CH2:39]4)=[O:33])[C:17](=[O:31])[N:18]([C:21]4[CH:26]=[CH:25][CH:24]=[C:23]([C:27]([F:30])([F:29])[F:28])[CH:22]=4)[C:19]=3[CH3:20])=[CH:12][CH:11]=[N:10]2)=[CH:5][CH:4]=1)#[N:2].[I:43][CH3:44], predict the reaction product. (3) The product is: [Cl:1][C:2]1[CH:3]=[C:4]([NH:8][C:9]2[CH:10]=[CH:11][C:12]3[N:13]([C:15]([CH2:18][C:19]([NH:40][C:38]4[CH:37]=[N:42][CH:35]=[CH:34][CH:39]=4)=[O:21])=[N:16][N:17]=3)[N:14]=2)[CH:5]=[CH:6][CH:7]=1. Given the reactants [Cl:1][C:2]1[CH:3]=[C:4]([NH:8][C:9]2[CH:10]=[CH:11][C:12]3[N:13]([C:15]([CH2:18][C:19]([O-:21])=O)=[N:16][N:17]=3)[N:14]=2)[CH:5]=[CH:6][CH:7]=1.[Li+].CCN=C=NCCCN(C)C.[CH:34]1[CH:35]=C[C:37]2[N:42](O)N=[N:40][C:38]=2[CH:39]=1.CCN(CC)CC.NC1C=NC=CC=1, predict the reaction product. (4) The product is: [N:31]1([C:26]([N:17]2[CH2:16][CH2:15][C:12]3([C:11](=[O:20])[N:10]([C:7]4[CH:8]=[CH:9][C:4]([O:3][C:2]([F:1])([F:21])[F:22])=[CH:5][CH:6]=4)[CH2:14][CH2:13]3)[CH2:19][CH2:18]2)=[O:25])[CH2:36][CH2:35][CH2:34][CH2:33][CH2:32]1. Given the reactants [F:1][C:2]([F:22])([F:21])[O:3][C:4]1[CH:9]=[CH:8][C:7]([N:10]2[CH2:14][CH2:13][C:12]3([CH2:19][CH2:18][NH:17][CH2:16][CH2:15]3)[C:11]2=[O:20])=[CH:6][CH:5]=1.O=C(Cl)[O:25][C:26](Cl)(Cl)Cl.[NH:31]1[CH2:36][CH2:35][CH2:34][CH2:33][CH2:32]1, predict the reaction product. (5) Given the reactants [C:1]([C:5]1[CH:10]=[CH:9][CH:8]=[CH:7][C:6]=1[N:11]1[CH2:16][CH2:15][N:14]([C:17](=[O:28])[C:18]([NH:20][C:21]2[CH:26]=[CH:25][C:24]([OH:27])=[CH:23][CH:22]=2)=[O:19])[CH2:13][CH2:12]1)([CH3:4])([CH3:3])[CH3:2].Br[CH2:30][C:31]([O:33][CH3:34])=[O:32].C(=O)([O-])[O-].[K+].[K+].O, predict the reaction product. The product is: [C:1]([C:5]1[CH:10]=[CH:9][CH:8]=[CH:7][C:6]=1[N:11]1[CH2:12][CH2:13][N:14]([C:17](=[O:28])[C:18]([NH:20][C:21]2[CH:22]=[CH:23][C:24]([O:27][CH2:30][C:31]([O:33][CH3:34])=[O:32])=[CH:25][CH:26]=2)=[O:19])[CH2:15][CH2:16]1)([CH3:4])([CH3:2])[CH3:3].